This data is from Forward reaction prediction with 1.9M reactions from USPTO patents (1976-2016). The task is: Predict the product of the given reaction. (1) The product is: [CH2:27]([O:26][C:24]([C:8]1[CH:9]=[C:10]([CH2:12][CH2:13][CH2:14][N:15]([C:17]([O:19][C:20]([CH3:21])([CH3:23])[CH3:22])=[O:18])[CH3:16])[CH:11]=[C:6]([C:4]([O:3][CH2:1][CH3:2])=[O:5])[CH:7]=1)=[O:25])[CH3:28]. Given the reactants [CH2:1]([O:3][C:4]([C:6]1[CH:11]=[C:10]([C:12]#[C:13][CH2:14][N:15]([C:17]([O:19][C:20]([CH3:23])([CH3:22])[CH3:21])=[O:18])[CH3:16])[CH:9]=[C:8]([C:24]([O:26][CH2:27][CH3:28])=[O:25])[CH:7]=1)=[O:5])[CH3:2], predict the reaction product. (2) Given the reactants [Li+].C[Si]([N-][Si](C)(C)C)(C)C.[C:11]1([C:33]2[CH:38]=[CH:37][CH:36]=[CH:35][CH:34]=2)[CH:16]=[CH:15][C:14]([CH2:17][C@H:18]2[N:22]([CH2:23]C3C=CC(OC)=CC=3)[C:21](=O)[CH2:20][CH2:19]2)=[CH:13][CH:12]=1.[C:39](Cl)(=O)[C:40]1[CH:45]=[CH:44][CH:43]=[CH:42][CH:41]=1.C=O.[C:50]([O-:53])([O-])=O.[K+].[K+], predict the reaction product. The product is: [C:11]1([C:33]2[CH:38]=[CH:37][CH:36]=[CH:35][CH:34]=2)[CH:12]=[CH:13][C:14]([CH2:17][C@H:18]2[N:22](/[CH:23]=[CH:39]/[C:40]3[CH:45]=[CH:44][CH:43]=[CH:42][CH:41]=3)[C:50](=[O:53])[C:20](=[CH2:21])[CH2:19]2)=[CH:15][CH:16]=1.